Dataset: Retrosynthesis with 50K atom-mapped reactions and 10 reaction types from USPTO. Task: Predict the reactants needed to synthesize the given product. (1) The reactants are: COC(=O)COc1cccc(N)c1.Fc1ccc(-c2c(-c3ccc(Br)cc3)oc3ncnc(Cl)c23)cc1. Given the product COC(=O)COc1cccc(Nc2ncnc3oc(-c4ccc(Br)cc4)c(-c4ccc(F)cc4)c23)c1, predict the reactants needed to synthesize it. (2) Given the product COc1ccccc1CC1CN(C(=O)OC(C)(C)C)C1, predict the reactants needed to synthesize it. The reactants are: COc1ccccc1C(=O)C1CN(C(=O)OC(C)(C)C)C1. (3) Given the product O=C(Nc1ccccc1)C1=COc2cc(O)ccc2O1, predict the reactants needed to synthesize it. The reactants are: Nc1ccccc1.O=C(O)C1=COc2cc(O)ccc2O1.